Binary Classification. Given a miRNA mature sequence and a target amino acid sequence, predict their likelihood of interaction. From a dataset of Experimentally validated miRNA-target interactions with 360,000+ pairs, plus equal number of negative samples. (1) The protein sequence of the target gene is MEAPPVTMMPVTGGTINMMEYLLQGSVLDHSLESLIHRLRGLCDNMEPETFLDHEMVFLLKGQQASPFVLRARRSMDRAGAPWHLRYLGQPEMGDKNRHALVRNCVDIATSENLTDFLMEMGFRMDHEFVAKGHLFRKGIMKVVVYKIFRILVPGNTDSTEALSLSYLVELSVVAPAGQDMVSDDMRNFAEQLKPLVHLEKIDPKRLM. The miRNA is mmu-miR-706 with sequence AGAGAAACCCUGUCUCAAAAAA. Result: 1 (interaction). (2) The miRNA is rno-miR-324-5p with sequence CGCAUCCCCUAGGGCAUUGGUGU. Result: 0 (no interaction). The protein sequence of the target gene is MATSAPLRSLEEEVTCSICLDYLRDPVTIDCGHVFCRSCTTDVRPISGSRPVCPLCKKPFKKENIRPVWQLASLVENIERLKVDKGRQPGEVTREQQDAKLCERHREKLHYYCEDDGKLLCVMCRESREHRPHTAVLMEKAAQPHREKILNHLSTLRRDRDKIQGFQAKGEADILAALKKLQDQRQYIVAEFEQGHQFLREREEHLLEQLAKLEQELTEGREKFKSRGVGELARLALVISELEGKAQQPAAELMQDTRDFLNRYPRKKFWVGKPIARVVKKKTGEFSDKLLSLQRGLREF....